Dataset: Catalyst prediction with 721,799 reactions and 888 catalyst types from USPTO. Task: Predict which catalyst facilitates the given reaction. Reactant: [Br:1][C:2]1[C:3]2[C:4]([S:23][C:24]3[CH:29]=[CH:28][C:27]([Cl:30])=[CH:26][CH:25]=3)=[C:5]3[CH:14]([C:15]([F:22])([F:21])[C:16]([O:18]CC)=[O:17])[CH2:13][CH2:12][N:6]3[C:7]=2[CH:8]=[C:9]([F:11])[CH:10]=1.[Li+].[OH-]. Product: [Br:1][C:2]1[C:3]2[C:4]([S:23][C:24]3[CH:25]=[CH:26][C:27]([Cl:30])=[CH:28][CH:29]=3)=[C:5]3[CH:14]([C:15]([F:21])([F:22])[C:16]([OH:18])=[O:17])[CH2:13][CH2:12][N:6]3[C:7]=2[CH:8]=[C:9]([F:11])[CH:10]=1. The catalyst class is: 12.